This data is from Forward reaction prediction with 1.9M reactions from USPTO patents (1976-2016). The task is: Predict the product of the given reaction. (1) Given the reactants Cl[C:2]1[N:7]=[C:6]([CH:8]=O)[CH:5]=[C:4]([O:10][CH2:11][CH2:12][O:13][CH3:14])[N:3]=1.[S:15]1[CH2:19][C:18](=[O:20])[NH:17][C:16]1=[O:21].[C:22]1([CH3:34])[CH:27]=[CH:26][C:25]([N:28]2[CH2:33][CH2:32][NH:31][CH2:30][CH2:29]2)=[CH:24][CH:23]=1, predict the reaction product. The product is: [CH3:14][O:13][CH2:12][CH2:11][O:10][C:4]1[N:3]=[C:2]([N:31]2[CH2:32][CH2:33][N:28]([C:25]3[CH:26]=[CH:27][C:22]([CH3:34])=[CH:23][CH:24]=3)[CH2:29][CH2:30]2)[N:7]=[C:6](/[CH:8]=[C:19]2/[C:18](=[O:20])[NH:17][C:16](=[O:21])[S:15]/2)[CH:5]=1. (2) Given the reactants [CH3:1][C:2]1[N:25]([CH3:26])[C:5]2[CH:6]=[C:7]([C:22](O)=[O:23])[C:8]3[CH2:9][CH2:10][C:11]4([NH:20][C:21]=3[C:4]=2[N:3]=1)[CH2:19][C:18]1[C:13](=[CH:14][CH:15]=[CH:16][CH:17]=1)[CH2:12]4.[CH3:27][O:28][CH2:29][CH2:30][CH2:31][NH2:32], predict the reaction product. The product is: [CH3:27][O:28][CH2:29][CH2:30][CH2:31][NH:32][C:22]([C:7]1[C:8]2[CH2:9][CH2:10][C:11]3([NH:20][C:21]=2[C:4]2[N:3]=[C:2]([CH3:1])[N:25]([CH3:26])[C:5]=2[CH:6]=1)[CH2:19][C:18]1[C:13](=[CH:14][CH:15]=[CH:16][CH:17]=1)[CH2:12]3)=[O:23]. (3) Given the reactants [CH3:1][C:2]1[C:3]([CH3:27])=[CH:4][C:5]2[N:14]([CH2:15][CH2:16][CH2:17][CH2:18][CH2:19][CH2:20][C:21]([OH:23])=[O:22])[C:13]3[C:8]([C:9](=[O:25])[NH:10][C:11](=[O:24])[N:12]=3)=[N:7][C:6]=2[CH:26]=1.Cl[CH2:29][O:30][C:31](=[O:33])[CH3:32].C(N(CC)CC)C, predict the reaction product. The product is: [CH3:1][C:2]1[C:3]([CH3:27])=[CH:4][C:5]2[N:14]([CH2:15][CH2:16][CH2:17][CH2:18][CH2:19][CH2:20][C:21]([O:23][CH2:29][O:30][C:31](=[O:33])[CH3:32])=[O:22])[C:13]3[C:8]([C:9](=[O:25])[NH:10][C:11](=[O:24])[N:12]=3)=[N:7][C:6]=2[CH:26]=1. (4) Given the reactants [O:1]=[C:2]([CH3:15])[CH2:3][N:4]1[C:12](=[O:13])[C:11]2[C:6](=[CH:7][CH:8]=[CH:9][CH:10]=2)[C:5]1=[O:14].[Br:16]Br, predict the reaction product. The product is: [Br:16][CH2:15][C:2](=[O:1])[CH2:3][N:4]1[C:5](=[O:14])[C:6]2[C:11](=[CH:10][CH:9]=[CH:8][CH:7]=2)[C:12]1=[O:13].